From a dataset of Forward reaction prediction with 1.9M reactions from USPTO patents (1976-2016). Predict the product of the given reaction. Given the reactants [C:1]12([NH:6][C:7]([C:9]3[CH:14]=[C:13](Cl)[N:12]=[C:11]([Cl:16])[N:10]=3)=[O:8])[CH2:5][CH:3]([CH2:4]1)[CH2:2]2.C[Si]([N-][Si](C)(C)C)(C)C.[K+].[OH:27][CH2:28][C@H:29]1[CH2:31][C@H:30]1[C:32]#[N:33].CC(O)=O, predict the reaction product. The product is: [C:1]12([NH:6][C:7]([C:9]3[CH:14]=[C:13]([O:27][CH2:28][C@H:29]4[CH2:31][C@H:30]4[C:32]#[N:33])[N:12]=[C:11]([Cl:16])[N:10]=3)=[O:8])[CH2:5][CH:3]([CH2:4]1)[CH2:2]2.